From a dataset of Reaction yield outcomes from USPTO patents with 853,638 reactions. Predict the reaction yield, written as a fraction of the theoretical maximum amount of product (1.0 means a 100% yield; for example, 0.34 means a 34% yield). (1) The catalyst is C(Cl)Cl. The product is [F:1][C:2]1[CH:7]=[CH:6][CH:5]=[C:4]([F:8])[C:3]=1[N:9]1[C:14]2[N:15]=[C:16]([N:36]3[CH2:40][CH2:39][CH2:38][CH2:37]3)[N:17]=[C:18]([C:19]3[CH:20]=[C:21]([CH:28]=[CH:29][C:30]=3[CH3:31])[C:22]([NH:24][CH:25]([CH3:27])[CH3:26])=[O:23])[C:13]=2[CH2:12][NH:11][C:10]1=[O:35]. The yield is 0.670. The reactants are [F:1][C:2]1[CH:7]=[CH:6][CH:5]=[C:4]([F:8])[C:3]=1[N:9]1[C:14]2[N:15]=[C:16](S(C)=O)[N:17]=[C:18]([C:19]3[CH:20]=[C:21]([CH:28]=[CH:29][C:30]=3[CH3:31])[C:22]([NH:24][CH:25]([CH3:27])[CH3:26])=[O:23])[C:13]=2[CH2:12][NH:11][C:10]1=[O:35].[NH:36]1[CH2:40][CH2:39][CH2:38][CH2:37]1. (2) The reactants are [S:1]1[C:5]2[CH:6]=[CH:7][CH:8]=[CH:9][C:4]=2[N:3]=[C:2]1[NH:10][C:11]1[CH:16]=[CH:15][C:14]([Cl:17])=[CH:13][CH:12]=1.[Cl:18][C:19]1[CH:27]=[CH:26][CH:25]=[CH:24][C:20]=1[C:21](Cl)=[O:22].CC([O-])(C)C.[K+].C(O)=O. The catalyst is C1COCC1. The product is [S:1]1[C:5]2[CH:6]=[CH:7][CH:8]=[CH:9][C:4]=2[N:3]=[C:2]1[N:10]([C:11]1[CH:16]=[CH:15][C:14]([Cl:17])=[CH:13][CH:12]=1)[C:21](=[O:22])[C:20]1[CH:24]=[CH:25][CH:26]=[CH:27][C:19]=1[Cl:18]. The yield is 0.670. (3) The catalyst is C(#N)CC. The product is [F:19][C:20]1[CH:25]=[CH:24][C:23]([N:26]2[CH2:31][CH2:30][N:29]([CH2:2][C:3]3[CH:12]=[N:11][C:10]4[N:9]5[CH2:13][CH2:14][CH2:15][C@H:8]5[C:7](=[O:16])[NH:6][C:5]=4[CH:4]=3)[CH2:28][CH2:27]2)=[C:22]([CH3:32])[CH:21]=1. The yield is 0.567. The reactants are O[CH2:2][C:3]1[CH:12]=[N:11][C:10]2[N:9]3[CH2:13][CH2:14][CH2:15][C@H:8]3[C:7](=[O:16])[NH:6][C:5]=2[CH:4]=1.Cl.Cl.[F:19][C:20]1[CH:25]=[CH:24][C:23]([N:26]2[CH2:31][CH2:30][NH:29][CH2:28][CH2:27]2)=[C:22]([CH3:32])[CH:21]=1.[I-].C(C[P+](C)(C)C)#N.C(N(CC)C(C)C)(C)C. (4) The reactants are [Cl:1][C:2]1[CH:26]=[CH:25][C:5]([CH2:6][N:7]2[CH:12]=[C:11]([C:13]3[CH:18]=[CH:17][C:16]([O:19][CH3:20])=[CH:15][CH:14]=3)[C:10]([CH2:21][CH2:22][OH:23])=[CH:9][C:8]2=[O:24])=[CH:4][CH:3]=1.I[CH3:28]. No catalyst specified. The product is [Cl:1][C:2]1[CH:3]=[CH:4][C:5]([CH2:6][N:7]2[CH:12]=[C:11]([C:13]3[CH:18]=[CH:17][C:16]([O:19][CH3:20])=[CH:15][CH:14]=3)[C:10]([CH2:21][CH2:22][O:23][CH3:28])=[CH:9][C:8]2=[O:24])=[CH:25][CH:26]=1. The yield is 0.910. (5) The reactants are [Cl:1][C:2]1[C:3]([F:11])=[N:4][C:5]([F:10])=[C:6]([F:9])[C:7]=1F.[F:12][C:13]([F:17])([F:16])[CH2:14][O-:15].[Na+].C(O)C(F)(F)F.[H-].[Na+]. The catalyst is C1COCC1. The product is [Cl:1][C:2]1[C:3]([F:11])=[N:4][C:5]([F:10])=[C:6]([F:9])[C:7]=1[O:15][CH2:14][C:13]([F:17])([F:16])[F:12]. The yield is 0.630. (6) The reactants are [CH:1]1([NH:7][C:8]2[CH:13]=[CH:12][C:11]([CH3:14])=[CH:10][CH:9]=2)[CH2:6][CH2:5][CH2:4][CH2:3][CH2:2]1.[Br:15]Br.[OH-].[K+]. The catalyst is C(Cl)Cl. The product is [Br:15][C:9]1[CH:10]=[C:11]([CH3:14])[CH:12]=[CH:13][C:8]=1[NH:7][CH:1]1[CH2:6][CH2:5][CH2:4][CH2:3][CH2:2]1. The yield is 0.940.